Dataset: Forward reaction prediction with 1.9M reactions from USPTO patents (1976-2016). Task: Predict the product of the given reaction. (1) Given the reactants [CH3:1][O:2][C:3]1[CH:8]=[C:7]([N+:9]([O-])=O)[CH:6]=[CH:5][C:4]=1[N:12]1[CH2:17][CH2:16][CH:15]([O:18][Si:19]([CH:26]([CH3:28])[CH3:27])([CH:23]([CH3:25])[CH3:24])[CH:20]([CH3:22])[CH3:21])[CH2:14][CH2:13]1, predict the reaction product. The product is: [CH3:1][O:2][C:3]1[CH:8]=[C:7]([NH2:9])[CH:6]=[CH:5][C:4]=1[N:12]1[CH2:17][CH2:16][CH:15]([O:18][Si:19]([CH:23]([CH3:25])[CH3:24])([CH:26]([CH3:28])[CH3:27])[CH:20]([CH3:22])[CH3:21])[CH2:14][CH2:13]1. (2) Given the reactants [CH3:1][C@@H:2]1[CH2:6][C@@H:5]([CH2:7][CH2:8]OS(C)(=O)=O)[CH2:4][C@@H:3]1[C:14]([O:16][CH2:17][CH3:18])=[O:15].[C-:19]#[N:20].[Na+].C1CCCCC1.O, predict the reaction product. The product is: [C:19]([CH2:8][CH2:7][C@H:5]1[CH2:4][C@H:3]([C:14]([O:16][CH2:17][CH3:18])=[O:15])[C@H:2]([CH3:1])[CH2:6]1)#[N:20]. (3) Given the reactants [N:1]([C:4]1[CH:9]=[CH:8][CH:7]=[CH:6][C:5]=1[S:10][CH3:11])=[C:2]=[O:3].[NH2:12][C@H:13]([C:34]1[CH:39]=[CH:38][CH:37]=[CH:36][CH:35]=1)[CH2:14][CH2:15][N:16]1[CH2:21][CH2:20][CH:19]([C:22]2[CH:23]=[C:24]([NH:28][C:29](=[O:33])[CH:30]([CH3:32])[CH3:31])[CH:25]=[CH:26][CH:27]=2)[CH2:18][CH2:17]1, predict the reaction product. The product is: [CH3:31][CH:30]([CH3:32])[C:29]([NH:28][C:24]1[CH:25]=[CH:26][CH:27]=[C:22]([CH:19]2[CH2:18][CH2:17][N:16]([CH2:15][CH2:14][C@H:13]([NH:12][C:2]([NH:1][C:4]3[CH:9]=[CH:8][CH:7]=[CH:6][C:5]=3[S:10][CH3:11])=[O:3])[C:34]3[CH:35]=[CH:36][CH:37]=[CH:38][CH:39]=3)[CH2:21][CH2:20]2)[CH:23]=1)=[O:33].